This data is from Forward reaction prediction with 1.9M reactions from USPTO patents (1976-2016). The task is: Predict the product of the given reaction. (1) Given the reactants FC(F)(F)C1C=CN(C(CCCC)C(OCC)=O)N=1.[C:20]([O:24][C:25]([NH:27][CH2:28][C:29]1[CH:30]=[C:31]2[C:35](=[CH:36][CH:37]=1)[NH:34][CH:33]=[C:32]2[CH2:38][C:39]([O:41]C)=[O:40])=[O:26])([CH3:23])([CH3:22])[CH3:21], predict the reaction product. The product is: [C:20]([O:24][C:25]([NH:27][CH2:28][C:29]1[CH:30]=[C:31]2[C:35](=[CH:36][CH:37]=1)[NH:34][CH:33]=[C:32]2[CH2:38][C:39]([OH:41])=[O:40])=[O:26])([CH3:23])([CH3:21])[CH3:22]. (2) Given the reactants [I:1][C:2]1[CH:3]=[C:4]([NH:8][NH2:9])[CH:5]=[CH:6][CH:7]=1.[F:10][C:11]([F:23])([F:22])[C:12](=O)[CH2:13][C:14]([C:16]1[O:17][CH:18]=[CH:19][CH:20]=1)=O, predict the reaction product. The product is: [O:17]1[CH:18]=[CH:19][CH:20]=[C:16]1[C:14]1[N:8]([C:4]2[CH:5]=[CH:6][CH:7]=[C:2]([I:1])[CH:3]=2)[N:9]=[C:12]([C:11]([F:10])([F:22])[F:23])[CH:13]=1. (3) Given the reactants FC(F)(F)C(O)=O.[NH:8]1[CH2:12][CH2:11][CH:10]([S:13]([C:16]2[CH:21]=[CH:20][C:19]([OH:22])=[CH:18][CH:17]=2)(=[O:15])=[O:14])[CH2:9]1.[Cl:23][CH2:24][CH2:25][N:26]1[CH2:34][C:33]2[C:28](=[CH:29][CH:30]=[CH:31][CH:32]=2)[CH2:27]1, predict the reaction product. The product is: [ClH:23].[CH2:34]1[C:33]2[C:28](=[CH:29][CH:30]=[CH:31][CH:32]=2)[CH2:27][N:26]1[CH2:25][CH2:24][N:8]1[CH2:12][CH2:11][CH:10]([S:13]([C:16]2[CH:21]=[CH:20][C:19]([OH:22])=[CH:18][CH:17]=2)(=[O:15])=[O:14])[CH2:9]1. (4) Given the reactants [Cl:1][C:2]1[CH:7]=[C:6]([Cl:8])[CH:5]=[CH:4][C:3]=1[C:9]#[CH:10].[Cl:11][C:12]1[CH:19]=[C:18]([CH3:20])[CH:17]=[CH:16][C:13]=1[CH2:14][SH:15].[Na], predict the reaction product. The product is: [Cl:1][C:2]1[CH:7]=[C:6]([Cl:8])[CH:5]=[CH:4][C:3]=1/[CH:9]=[CH:10]\[CH:14]([S:15][CH:14](/[CH:10]=[CH:9]\[C:3]1[CH:4]=[CH:5][C:6]([Cl:8])=[CH:7][C:2]=1[Cl:1])[C:13]1[CH:16]=[CH:17][C:18]([CH3:20])=[CH:19][C:12]=1[Cl:11])[C:13]1[CH:16]=[CH:17][C:18]([CH3:20])=[CH:19][C:12]=1[Cl:11]. (5) Given the reactants C[C:2]1([OH:7])CCCC1.ClC(OC1C=CC([N+]([O-])=O)=CC=1)=O.[C:21](=[O:40])([O:30][C:31]1[CH:36]=[CH:35][C:34]([N+:37]([O-:39])=[O:38])=[CH:33][CH:32]=1)[O:22][C:23]([CH3:29])([CH2:25][CH2:26]OC)[CH3:24], predict the reaction product. The product is: [C:21](=[O:40])([O:30][C:31]1[CH:32]=[CH:33][C:34]([N+:37]([O-:39])=[O:38])=[CH:35][CH:36]=1)[O:22][C:23]([CH3:24])([CH2:25][CH3:26])[CH2:29][O:7][CH3:2]. (6) Given the reactants [NH2:1][C:2]([CH3:18])([CH2:5][O:6][C:7]1[CH:8]=[CH:9][C:10]2[CH2:14][O:13][B:12]([OH:15])[C:11]=2[C:16]=1[F:17])[C:3]#[N:4].CCN(C(C)C)C(C)C.[F:28][C:29]([F:41])([F:40])[O:30][C:31]1[CH:39]=[CH:38][C:34]([C:35](Cl)=[O:36])=[CH:33][CH:32]=1.Cl, predict the reaction product. The product is: [C:3]([C:2]([NH:1][C:35](=[O:36])[C:34]1[CH:38]=[CH:39][C:31]([O:30][C:29]([F:28])([F:40])[F:41])=[CH:32][CH:33]=1)([CH3:18])[CH2:5][O:6][C:7]1[CH:8]=[CH:9][C:10]2[CH2:14][O:13][B:12]([OH:15])[C:11]=2[C:16]=1[F:17])#[N:4].